This data is from Full USPTO retrosynthesis dataset with 1.9M reactions from patents (1976-2016). The task is: Predict the reactants needed to synthesize the given product. Given the product [CH2:12]([N:11]1[C:4]2[C:5](=[N:6][CH:7]=[C:2]([C:29]3[CH:30]=[CH:31][C:26]([C:22]4[N:21]([CH:16]5[CH2:17][CH2:18][CH2:19][CH2:20][O:15]5)[CH:25]=[N:24][N:23]=4)=[CH:27][CH:28]=3)[N:3]=2)[NH:8][C:9](=[O:14])[CH2:10]1)[CH3:13], predict the reactants needed to synthesize it. The reactants are: Br[C:2]1[N:3]=[C:4]2[N:11]([CH2:12][CH3:13])[CH2:10][C:9](=[O:14])[NH:8][C:5]2=[N:6][CH:7]=1.[O:15]1[CH2:20][CH2:19][CH2:18][CH2:17][CH:16]1[N:21]1[CH:25]=[N:24][N:23]=[C:22]1[C:26]1[CH:31]=[CH:30][C:29](B2OC(C)(C)C(C)(C)O2)=[CH:28][CH:27]=1.C(=O)([O-])[O-].[Na+].[Na+].